This data is from Catalyst prediction with 721,799 reactions and 888 catalyst types from USPTO. The task is: Predict which catalyst facilitates the given reaction. (1) The catalyst class is: 55. Product: [CH2:30]([O:29][C:27](=[O:28])/[CH:26]=[CH:25]/[C:19]1[C:20]([CH3:24])=[N:21][N:22]([CH3:23])[C:18]=1[N:15]1[C:16]2[C:12](=[CH:11][CH:10]=[C:9]([O:8][CH:7]([CH3:32])[C:6]([OH:33])=[O:5])[CH:17]=2)[CH:13]=[CH:14]1)[CH3:31]. Reactant: C([O:5][C:6](=[O:33])[CH:7]([CH3:32])[O:8][C:9]1[CH:17]=[C:16]2[C:12]([CH:13]=[CH:14][N:15]2[C:18]2[N:22]([CH3:23])[N:21]=[C:20]([CH3:24])[C:19]=2/[CH:25]=[CH:26]/[C:27]([O:29][CH2:30][CH3:31])=[O:28])=[CH:11][CH:10]=1)(C)(C)C. (2) Reactant: C([O-])([O-])=O.[K+].[K+].[CH2:7]([SH:9])[CH3:8].Cl[C:11]1[C:20]([NH:21][C:22](=[O:29])[CH2:23][C:24]2[S:25][CH:26]=[CH:27][CH:28]=2)=[CH:19][C:18]2[C:13](=[CH:14][C:15]([C:30]([F:33])([F:32])[F:31])=[CH:16][CH:17]=2)[N:12]=1.CCCCCC.CC(=O)OCC. Product: [CH2:7]([S:9][C:11]1[C:20]([NH:21][C:22](=[O:29])[CH2:23][C:24]2[S:25][CH:26]=[CH:27][CH:28]=2)=[CH:19][C:18]2[C:13](=[CH:14][C:15]([C:30]([F:31])([F:32])[F:33])=[CH:16][CH:17]=2)[N:12]=1)[CH3:8]. The catalyst class is: 18. (3) The catalyst class is: 15. Reactant: [CH3:1][C:2]1[NH:3][C:4]2[C:9]([CH:10]=1)=[CH:8][CH:7]=[CH:6][CH:5]=2.[C:11]1(=[O:17])[NH:15][C:14](=[O:16])[CH:13]=[CH:12]1. Product: [CH3:1][C:2]1[NH:3][C:4]2[C:9]([C:10]=1[CH:13]1[CH2:12][C:11](=[O:17])[NH:15][C:14]1=[O:16])=[CH:8][CH:7]=[CH:6][CH:5]=2. (4) Reactant: [Cl:1][C:2]1[CH:3]=[CH:4][C:5]([C:25]#[N:26])=[C:6]([C:8]2[C:13]([O:14][CH3:15])=[CH:12][N:11]([CH2:16][C:17]([O:19][C:20]([CH3:23])([CH3:22])[CH3:21])=[O:18])[C:10](=[O:24])[CH:9]=2)[CH:7]=1.FC(F)(F)S(O[CH2:33][CH2:34][O:35][C:36]([F:39])([F:38])[F:37])(=O)=O. Product: [Cl:1][C:2]1[CH:3]=[CH:4][C:5]([C:25]#[N:26])=[C:6]([C:8]2[C:13]([O:14][CH3:15])=[CH:12][N:11]([CH:16]([CH2:33][CH2:34][O:35][C:36]([F:39])([F:38])[F:37])[C:17]([O:19][C:20]([CH3:21])([CH3:22])[CH3:23])=[O:18])[C:10](=[O:24])[CH:9]=2)[CH:7]=1. The catalyst class is: 1. (5) The catalyst class is: 14. Reactant: [C:1]([O:5][C:6]([N:8]1[CH2:13][CH2:12][C:11]([CH3:17])([C:14](=[S:16])[NH2:15])[CH2:10][CH2:9]1)=[O:7])([CH3:4])([CH3:3])[CH3:2].Br[CH2:19][C:20](=O)[C:21]([O:23][CH2:24][CH3:25])=[O:22]. Product: [C:1]([O:5][C:6]([N:8]1[CH2:13][CH2:12][C:11]([C:14]2[S:16][CH:19]=[C:20]([C:21]([O:23][CH2:24][CH3:25])=[O:22])[N:15]=2)([CH3:17])[CH2:10][CH2:9]1)=[O:7])([CH3:4])([CH3:2])[CH3:3]. (6) Reactant: [Cl:1][C:2]1[CH:11]=[CH:10][C:9]2[CH2:8][N:7]([C:12]([O:14][C:15]([CH3:18])([CH3:17])[CH3:16])=[O:13])[CH2:6][C:5](=[CH2:19])[C:4]=2[N:3]=1. Product: [Cl:1][C:2]1[CH:11]=[CH:10][C:9]2[CH2:8][N:7]([C:12]([O:14][C:15]([CH3:18])([CH3:17])[CH3:16])=[O:13])[CH2:6][CH:5]([CH3:19])[C:4]=2[N:3]=1. The catalyst class is: 19. (7) Reactant: [CH:1]1([CH2:4][NH:5][C:6]2([CH2:9][O:10][C:11]3[CH:20]=[C:19]4[C:14]([C:15]([O:21][C:22]5[C:23]([F:32])=[C:24]6[C:28](=[CH:29][CH:30]=5)[NH:27][C:26]([CH3:31])=[CH:25]6)=[CH:16][CH:17]=[N:18]4)=[CH:13][C:12]=3[O:33][CH3:34])[CH2:8][CH2:7]2)[CH2:3][CH2:2]1.C=O.[BH-](OC(C)=O)(OC(C)=O)O[C:39](C)=O.[Na+]. Product: [CH:1]1([CH2:4][N:5]([CH3:39])[C:6]2([CH2:9][O:10][C:11]3[CH:20]=[C:19]4[C:14]([C:15]([O:21][C:22]5[C:23]([F:32])=[C:24]6[C:28](=[CH:29][CH:30]=5)[NH:27][C:26]([CH3:31])=[CH:25]6)=[CH:16][CH:17]=[N:18]4)=[CH:13][C:12]=3[O:33][CH3:34])[CH2:7][CH2:8]2)[CH2:3][CH2:2]1. The catalyst class is: 2.